Dataset: Forward reaction prediction with 1.9M reactions from USPTO patents (1976-2016). Task: Predict the product of the given reaction. (1) The product is: [CH3:15][O:16][CH2:17][CH2:18][N:19]1[C:2]2[C:3](=[CH:4][C:5]([N+:8]([O-:10])=[O:9])=[CH:6][CH:7]=2)[CH2:11][C:12]1=[O:14]. Given the reactants F[C:2]1[CH:7]=[CH:6][C:5]([N+:8]([O-:10])=[O:9])=[CH:4][C:3]=1[CH2:11][C:12]([OH:14])=O.[CH3:15][O:16][CH2:17][CH2:18][NH2:19], predict the reaction product. (2) Given the reactants Cl.Cl[CH2:3][C:4]1[N:13]=[C:12]([NH:14][C:15]2[CH:20]=[CH:19][C:18]([C:21]([F:24])([F:23])[F:22])=[CH:17][CH:16]=2)[C:11]2[C:6](=[CH:7][C:8]([C:25]3[C:30]([C:31]([F:34])([F:33])[F:32])=[CH:29][CH:28]=[CH:27][N:26]=3)=[CH:9][CH:10]=2)[N:5]=1.[NH:35]1[CH2:39][CH2:38][CH2:37][CH2:36]1, predict the reaction product. The product is: [N:35]1([CH2:3][C:4]2[N:13]=[C:12]([NH:14][C:15]3[CH:20]=[CH:19][C:18]([C:21]([F:24])([F:23])[F:22])=[CH:17][CH:16]=3)[C:11]3[C:6](=[CH:7][C:8]([C:25]4[C:30]([C:31]([F:34])([F:33])[F:32])=[CH:29][CH:28]=[CH:27][N:26]=4)=[CH:9][CH:10]=3)[N:5]=2)[CH2:39][CH2:38][CH2:37][CH2:36]1. (3) Given the reactants Cl.[NH2:2][C@H:3]1[CH2:8][CH2:7][C@H:6]([NH:9][C:10]([C:12]2[C:16]3[N:17]=[CH:18][N:19]=[C:20]([C:21]4[C:29]5[O:28][CH2:27][O:26][C:25]=5[CH:24]=[CH:23][C:22]=4[O:30][CH2:31][CH:32]4[CH2:35][CH2:34][CH2:33]4)[C:15]=3[NH:14][CH:13]=2)=[O:11])[CH2:5][CH2:4]1.[CH:36]1([C:39](Cl)=[O:40])[CH2:38][CH2:37]1, predict the reaction product. The product is: [CH:36]1([C:39]([NH:2][C@H:3]2[CH2:8][CH2:7][C@H:6]([NH:9][C:10]([C:12]3[C:16]4[N:17]=[CH:18][N:19]=[C:20]([C:21]5[C:29]6[O:28][CH2:27][O:26][C:25]=6[CH:24]=[CH:23][C:22]=5[O:30][CH2:31][CH:32]5[CH2:35][CH2:34][CH2:33]5)[C:15]=4[NH:14][CH:13]=3)=[O:11])[CH2:5][CH2:4]2)=[O:40])[CH2:38][CH2:37]1. (4) The product is: [CH3:17][N:15]([CH3:16])[C:13]([CH2:12][C:6]1([CH2:5][CH2:4][CH2:3][C:2]([OH:19])=[O:1])[CH2:11][CH2:10][CH2:9][CH:8]=[CH:7]1)=[O:14]. Given the reactants [OH:1][CH2:2][CH2:3][CH2:4][CH2:5][C:6]1([CH2:12][C:13]([N:15]([CH3:17])[CH3:16])=[O:14])[CH2:11][CH2:10][CH2:9][CH:8]=[CH:7]1.[Cr](O[Cr]([O-])(=O)=O)([O-])(=O)=[O:19].[NH+]1C=CC=CC=1.[NH+]1C=CC=CC=1.O, predict the reaction product. (5) Given the reactants FC(F)(F)C(O)=O.[CH3:8][O:9][CH2:10][CH2:11][N:12]1[CH2:18][C@H:17]([C:19]2[CH:24]=[CH:23][CH:22]=[CH:21][CH:20]=2)[CH2:16][CH2:15][C@@H:14]([NH:25]C(=O)OC(C)(C)C)[C:13]1=[O:33], predict the reaction product. The product is: [NH2:25][C@@H:14]1[CH2:15][CH2:16][C@@H:17]([C:19]2[CH:20]=[CH:21][CH:22]=[CH:23][CH:24]=2)[CH2:18][N:12]([CH2:11][CH2:10][O:9][CH3:8])[C:13]1=[O:33].